This data is from Reaction yield outcomes from USPTO patents with 853,638 reactions. The task is: Predict the reaction yield, written as a fraction of the theoretical maximum amount of product (1.0 means a 100% yield; for example, 0.34 means a 34% yield). (1) The product is [NH2:1][C@@H:4]1[CH2:9][CH2:8][N:7]([C:10]([O:12][CH2:13][C:14]2[CH:19]=[CH:18][CH:17]=[CH:16][CH:15]=2)=[O:11])[CH2:6][C@H:5]1[NH:20][S:21]([CH3:24])(=[O:23])=[O:22]. The reactants are [N:1]([C@@H:4]1[CH2:9][CH2:8][N:7]([C:10]([O:12][CH2:13][C:14]2[CH:19]=[CH:18][CH:17]=[CH:16][CH:15]=2)=[O:11])[CH2:6][C@H:5]1[NH:20][S:21]([CH3:24])(=[O:23])=[O:22])=[N+]=[N-].C1C=CC(P(C2C=CC=CC=2)C2C=CC=CC=2)=CC=1. The yield is 1.00. The catalyst is C1COCC1.O. (2) The reactants are [F:1][C:2]1[CH:7]=[CH:6][C:5]([C:8]2[N:9]=[C:10]3[N:14]([C:15]=2[C:16]2[CH:21]=[CH:20][N:19]=[C:18](SC)[N:17]=2)[CH:13]=[CH:12][S:11]3)=[CH:4][CH:3]=1.F[C:25]1C=CC(C2N=C3N(C=2)C=CS3)=CC=1.O[O:40][S:41]([O-:43])=O.[K+]. The catalyst is CO.O. The product is [F:1][C:2]1[CH:7]=[CH:6][C:5]([C:8]2[N:9]=[C:10]3[N:14]([C:15]=2[C:16]2[CH:21]=[CH:20][N:19]=[C:18]([S:41]([CH3:25])(=[O:43])=[O:40])[N:17]=2)[CH:13]=[CH:12][S:11]3)=[CH:4][CH:3]=1. The yield is 0.980. (3) The reactants are [NH:1]1[CH2:6][CH2:5][CH:4]([C@H:7]2[C@H:16]3[CH2:17][CH2:18][N:19]([C:20]([C@H:22]4[CH2:27][CH2:26][CH2:25][CH2:24][C@H:23]4[NH:28][C:29](=[O:36])[C:30]4[CH:35]=[CH:34][CH:33]=[CH:32][CH:31]=4)=[O:21])[C@H:15]3[C:14]3[CH:13]=[CH:12][CH:11]=[CH:10][C:9]=3[NH:8]2)[CH2:3][CH2:2]1.C(N(CC)CC)C.[CH2:44]([N:46]=[C:47]=[O:48])[CH3:45].O1CCCC1. The catalyst is O. The product is [C:29]([NH:28][C@@H:23]1[CH2:24][CH2:25][CH2:26][CH2:27][C@@H:22]1[C:20]([N:19]1[C@@H:15]2[C@@H:16]([C@H:7]([CH:4]3[CH2:5][CH2:6][N:1]([C:47]([NH:46][CH2:44][CH3:45])=[O:48])[CH2:2][CH2:3]3)[NH:8][C:9]3[CH:10]=[CH:11][CH:12]=[CH:13][C:14]=32)[CH2:17][CH2:18]1)=[O:21])(=[O:36])[C:30]1[CH:31]=[CH:32][CH:33]=[CH:34][CH:35]=1. The yield is 0.870. (4) The reactants are [CH2:1]([O:8][C:9]1[CH:14]=[CH:13][C:12]([CH3:15])=[C:11]([N+:16]([O-:18])=[O:17])[CH:10]=1)[C:2]1[CH:7]=[CH:6][CH:5]=[CH:4][CH:3]=1.C(N(C)C)(OC)[O:20]C. The catalyst is CN(C=O)C. The product is [CH2:1]([O:8][C:9]1[CH:14]=[CH:13][C:12]([CH:15]=[O:20])=[C:11]([N+:16]([O-:18])=[O:17])[CH:10]=1)[C:2]1[CH:3]=[CH:4][CH:5]=[CH:6][CH:7]=1. The yield is 0.790. (5) The reactants are [C:1]([O:9]CC)(=O)[CH2:2][C:3]([O:5][CH2:6][CH3:7])=[O:4].[H-].[Na+].[CH3:14][O:15][C:16]1[CH:34]=[CH:33][C:19]([CH2:20][N:21]2[C:26]3[N:27]=[CH:28][CH:29]=[CH:30][C:25]=3[C:24](=O)[O:23]C2=O)=[CH:18][CH:17]=1.Cl. The catalyst is CC(N(C)C)=O. The product is [CH2:6]([O:5][C:3]([C:2]1[C:1](=[O:9])[N:21]([CH2:20][C:19]2[CH:18]=[CH:17][C:16]([O:15][CH3:14])=[CH:34][CH:33]=2)[C:26]2[C:25]([C:24]=1[OH:23])=[CH:30][CH:29]=[CH:28][N:27]=2)=[O:4])[CH3:7]. The yield is 0.210. (6) The reactants are [Cl:1][C:2]1[CH:7]=[CH:6][CH:5]=[C:4]([F:8])[C:3]=1[CH3:9].[Br:10]Br. The catalyst is [Fe].ClCCl. The product is [Br:10][C:7]1[C:2]([Cl:1])=[C:3]([CH3:9])[C:4]([F:8])=[CH:5][CH:6]=1. The yield is 0.980.